From a dataset of NCI-60 drug combinations with 297,098 pairs across 59 cell lines. Regression. Given two drug SMILES strings and cell line genomic features, predict the synergy score measuring deviation from expected non-interaction effect. (1) Drug 1: C1=CC=C(C=C1)NC(=O)CCCCCCC(=O)NO. Drug 2: C1CN(CCN1C(=O)CCBr)C(=O)CCBr. Cell line: HS 578T. Synergy scores: CSS=18.8, Synergy_ZIP=-5.02, Synergy_Bliss=-3.91, Synergy_Loewe=-1.20, Synergy_HSA=0.384. (2) Drug 1: CC1=C(C=C(C=C1)C(=O)NC2=CC(=CC(=C2)C(F)(F)F)N3C=C(N=C3)C)NC4=NC=CC(=N4)C5=CN=CC=C5. Drug 2: C(CC(=O)O)C(=O)CN.Cl. Cell line: SF-268. Synergy scores: CSS=17.5, Synergy_ZIP=-6.63, Synergy_Bliss=-2.69, Synergy_Loewe=-0.693, Synergy_HSA=-1.32. (3) Drug 1: CS(=O)(=O)C1=CC(=C(C=C1)C(=O)NC2=CC(=C(C=C2)Cl)C3=CC=CC=N3)Cl. Drug 2: CC(C)NC(=O)C1=CC=C(C=C1)CNNC.Cl. Cell line: A549. Synergy scores: CSS=-2.14, Synergy_ZIP=-0.745, Synergy_Bliss=-4.06, Synergy_Loewe=-11.3, Synergy_HSA=-7.97. (4) Drug 1: C1=C(C(=O)NC(=O)N1)F. Drug 2: CC(C)NC(=O)C1=CC=C(C=C1)CNNC.Cl. Cell line: SF-268. Synergy scores: CSS=25.9, Synergy_ZIP=4.65, Synergy_Bliss=7.07, Synergy_Loewe=-1.36, Synergy_HSA=3.47. (5) Drug 1: CCC1(CC2CC(C3=C(CCN(C2)C1)C4=CC=CC=C4N3)(C5=C(C=C6C(=C5)C78CCN9C7C(C=CC9)(C(C(C8N6C=O)(C(=O)OC)O)OC(=O)C)CC)OC)C(=O)OC)O.OS(=O)(=O)O. Drug 2: C(CC(=O)O)C(=O)CN.Cl. Cell line: UACC-257. Synergy scores: CSS=4.75, Synergy_ZIP=-2.69, Synergy_Bliss=-3.13, Synergy_Loewe=-2.36, Synergy_HSA=-2.27. (6) Drug 1: C1C(C(OC1N2C=NC3=C2NC=NCC3O)CO)O. Drug 2: COCCOC1=C(C=C2C(=C1)C(=NC=N2)NC3=CC=CC(=C3)C#C)OCCOC.Cl. Cell line: UO-31. Synergy scores: CSS=16.7, Synergy_ZIP=-0.871, Synergy_Bliss=1.82, Synergy_Loewe=-4.52, Synergy_HSA=0.130. (7) Drug 1: CC(C)(C#N)C1=CC(=CC(=C1)CN2C=NC=N2)C(C)(C)C#N. Drug 2: C1=NC2=C(N1)C(=S)N=CN2. Cell line: SF-295. Synergy scores: CSS=45.8, Synergy_ZIP=-1.78, Synergy_Bliss=-4.05, Synergy_Loewe=-0.0287, Synergy_HSA=-2.05.